The task is: Predict which catalyst facilitates the given reaction.. This data is from Catalyst prediction with 721,799 reactions and 888 catalyst types from USPTO. (1) Reactant: [O:1]1[CH2:6][CH2:5][CH2:4][CH2:3][CH:2]1[O:7][CH2:8][C:9]1[N:14]=[CH:13][C:12]([CH2:15][OH:16])=[CH:11][CH:10]=1.C[N+]1([O-])CCOCC1. Product: [O:1]1[CH2:6][CH2:5][CH2:4][CH2:3][CH:2]1[O:7][CH2:8][C:9]1[CH:10]=[CH:11][C:12]([CH:15]=[O:16])=[CH:13][N:14]=1. The catalyst class is: 862. (2) Reactant: [F:1][C:2]1[CH:7]=[CH:6][CH:5]=[C:4]([F:8])[C:3]=1[N:9]1[C:14]2[N:15]=[C:16]([S:29][CH3:30])[N:17]=[C:18]([C:19]3[CH:20]=[C:21]([CH:25]=[CH:26][C:27]=3[CH3:28])[C:22]([OH:24])=O)[C:13]=2[CH:12]=[CH:11][C:10]1=[O:31].CCN(C(C)C)C(C)C.CN(C(ON1N=NC2C=CC=NC1=2)=[N+](C)C)C.F[P-](F)(F)(F)(F)F.[NH2:65][C:66]1[S:67][CH:68]=[CH:69][N:70]=1. Product: [F:8][C:4]1[CH:5]=[CH:6][CH:7]=[C:2]([F:1])[C:3]=1[N:9]1[C:14]2[N:15]=[C:16]([S:29][CH3:30])[N:17]=[C:18]([C:19]3[CH:20]=[C:21]([CH:25]=[CH:26][C:27]=3[CH3:28])[C:22]([NH:65][C:66]3[S:67][CH:68]=[CH:69][N:70]=3)=[O:24])[C:13]=2[CH:12]=[CH:11][C:10]1=[O:31]. The catalyst class is: 18. (3) The catalyst class is: 5. Product: [NH2:20][CH2:8][CH:7]([C:4]1[CH:5]=[CH:6][C:1]([C:11]2[CH:16]=[CH:15][CH:14]=[CH:13][CH:12]=2)=[CH:2][CH:3]=1)[OH:10]. Reactant: [C:1]1([C:11]2[CH:16]=[CH:15][CH:14]=[CH:13][CH:12]=2)[CH:6]=[CH:5][C:4]([C:7](=[O:10])[CH2:8]Br)=[CH:3][CH:2]=1.CCO.[N-:20]=[N+]=[N-].[Na+].[BH4-].[Na+]. (4) Reactant: C(O[C:4](=[O:26])[C:5]([N:7]([C:14]1[C:19]([CH:20]([CH3:22])[CH3:21])=[CH:18][CH:17]=[CH:16][C:15]=1[CH:23]([CH3:25])[CH3:24])C1C=CC=CC=1)=[O:6])C.[NH2:27][C:28]1[CH:33]=[CH:32][C:31](C)=[CH:30][C:29]=1[OH:35].[CH2:36](N(CC)CC)C. Product: [CH:20]([C:19]1[CH:18]=[CH:17][CH:16]=[C:15]([CH:23]([CH3:24])[CH3:25])[C:14]=1[NH:7][C:5](=[O:6])[C:4]([NH:27][C:28]1[CH:33]=[C:32]([CH3:36])[CH:31]=[CH:30][C:29]=1[OH:35])=[O:26])([CH3:21])[CH3:22]. The catalyst class is: 11.